This data is from P-glycoprotein inhibition data for predicting drug efflux from Broccatelli et al.. The task is: Regression/Classification. Given a drug SMILES string, predict its absorption, distribution, metabolism, or excretion properties. Task type varies by dataset: regression for continuous measurements (e.g., permeability, clearance, half-life) or binary classification for categorical outcomes (e.g., BBB penetration, CYP inhibition). Dataset: pgp_broccatelli. (1) The molecule is CC(=O)N[C@@H]1[C@@H](O)O[C@H](CO)[C@@H](O)[C@@H]1O[C@@H](C)C(=O)O. The result is 0 (non-inhibitor). (2) The molecule is COc1cc2nc(N3CCN(C(=O)[C@H]4CCCO4)CC3)nc(N)c2cc1OC. The result is 0 (non-inhibitor). (3) The drug is CO/N=C(/C(=O)N[C@@H]1C(=O)N2C(C(=O)O)=C(COC(N)=O)CS[C@H]12)c1ccco1. The result is 0 (non-inhibitor). (4) The result is 1 (inhibitor). The compound is Cc1ccccc1N1CCN(C[C@H](O)COc2ccccc2C(=O)CCc2ccc(Cl)cc2)CC1. (5) The drug is CCNc1nc(Cl)nc(NC(C)C)n1. The result is 0 (non-inhibitor).